Predict the reactants needed to synthesize the given product. From a dataset of Full USPTO retrosynthesis dataset with 1.9M reactions from patents (1976-2016). Given the product [Cl:23][C:24]1[C:29]([O:30][CH2:22][C@H:10]2[CH2:16][CH2:15][CH2:14][N:11]2[CH3:12])=[CH:28][CH:27]=[CH:26][C:25]=1[C@H:31]([O:33][C:34]1[CH:38]=[C:37]([N:39]2[C:43]3[CH:44]=[C:45]([CH2:48][S:49]([CH3:52])(=[O:50])=[O:51])[CH:46]=[CH:47][C:42]=3[N:41]=[CH:40]2)[S:36][C:35]=1[C:53]([NH2:70])=[O:54])[CH3:32], predict the reactants needed to synthesize it. The reactants are: CS(CC1C=CC2N=[CH:12][N:11]([C:14]3SC(C([O-])=O)=[CH:16][CH:15]=3)[C:10]=2[CH:22]=1)(=O)=O.[Cl:23][C:24]1[C:29]([OH:30])=[CH:28][CH:27]=[CH:26][C:25]=1[C@H:31]([O:33][C:34]1[CH:38]=[C:37]([N:39]2[C:43]3[CH:44]=[C:45]([CH2:48][S:49]([CH3:52])(=[O:51])=[O:50])[CH:46]=[CH:47][C:42]=3[N:41]=[CH:40]2)[S:36][C:35]=1[C:53](OC)=[O:54])[CH3:32].CC1C=CC(S(OC[C@H]2CCC[N:70]2C(OC(C)(C)C)=O)(=O)=O)=CC=1.